This data is from HIV replication inhibition screening data with 41,000+ compounds from the AIDS Antiviral Screen. The task is: Binary Classification. Given a drug SMILES string, predict its activity (active/inactive) in a high-throughput screening assay against a specified biological target. (1) The compound is Cc1cn(C2CC3C(COC(c4ccccc4)N3O)O2)c(=O)[nH]c1=O. The result is 0 (inactive). (2) The drug is COC1N(C2CC(N=[N+]=[N-])C(CO)O2)C(=O)NC(=O)C1(C)Cl. The result is 1 (active). (3) The drug is O=C1c2ccccc2-c2ccc3c4ccc5c6c(ccc(c7ccc1c2c73)c64)-c1ccccc1C5=O. The result is 0 (inactive). (4) The molecule is O=C1C2=C(c3ccccc31)C(c1cccc(Cl)c1)NC(=S)N2. The result is 0 (inactive).